From a dataset of Forward reaction prediction with 1.9M reactions from USPTO patents (1976-2016). Predict the product of the given reaction. (1) The product is: [O:4]1[C:9]2[CH:10]=[CH:11][C:12]([CH2:14][NH:15][CH:16]3[CH2:17][CH2:18][N:19]([CH2:22][CH2:23][N:24]4[C:33]5[C:28](=[CH:29][CH:30]=[C:31]([O:34][CH3:35])[CH:32]=5)[C:27]([C:36]([OH:38])=[O:37])=[CH:26][C:25]4=[O:40])[CH2:20][CH2:21]3)=[CH:13][C:8]=2[O:7][CH2:6][CH2:5]1. Given the reactants C(O)C.[O:4]1[C:9]2[CH:10]=[CH:11][C:12]([CH2:14][NH:15][CH:16]3[CH2:21][CH2:20][N:19]([CH2:22][CH2:23][N:24]4[C:33]5[C:28](=[CH:29][CH:30]=[C:31]([O:34][CH3:35])[CH:32]=5)[C:27]([C:36]([O:38]C)=[O:37])=[CH:26][C:25]4=[O:40])[CH2:18][CH2:17]3)=[CH:13][C:8]=2[O:7][CH2:6][CH2:5]1.[OH-].[Na+], predict the reaction product. (2) Given the reactants FC(F)(F)C(OI(C1C=CC=CC=1)OC(=O)C(F)(F)F)=[O:4].[OH:22][C:23]1[CH:24]=[CH:25][CH:26]=[C:27]2[C:32]=1[N:31]=[C:30]([C:33]([O:35][CH2:36][CH2:37][CH2:38][CH2:39][CH2:40][CH2:41][CH2:42][CH3:43])=[O:34])[CH:29]=[CH:28]2, predict the reaction product. The product is: [O:4]=[C:26]1[CH:25]=[CH:24][C:23](=[O:22])[C:32]2[N:31]=[C:30]([C:33]([O:35][CH2:36][CH2:37][CH2:38][CH2:39][CH2:40][CH2:41][CH2:42][CH3:43])=[O:34])[CH:29]=[CH:28][C:27]1=2. (3) The product is: [N:22]([CH2:6][C:3]1[CH:4]=[CH:5][O:1][CH:2]=1)=[N+:23]=[N-:24]. Given the reactants [O:1]1[CH:5]=[CH:4][C:3]([CH2:6]O)=[CH:2]1.C1(P([N:22]=[N+:23]=[N-:24])(C2C=CC=CC=2)=O)C=CC=CC=1.CCCCCCC=CCCC, predict the reaction product. (4) Given the reactants [CH2:1]([N:3]([CH2:27][CH3:28])[C:4](=[O:26])[O:5][CH2:6][CH:7]([CH3:25])[CH:8]([S:17][C:18]1[CH:23]=[CH:22][C:21]([Cl:24])=[CH:20][CH:19]=1)[C:9]1[CH:14]=[C:13]([F:15])[CH:12]=[CH:11][C:10]=1[F:16])[CH3:2].ClC1C=CC=C(C(OO)=[O:37])C=1.C(=O)(O)[O-].[Na+], predict the reaction product. The product is: [CH2:27]([N:3]([CH2:1][CH3:2])[C:4](=[O:26])[O:5][CH2:6][CH:7]([CH3:25])[CH:8]([S:17]([C:18]1[CH:19]=[CH:20][C:21]([Cl:24])=[CH:22][CH:23]=1)=[O:37])[C:9]1[CH:14]=[C:13]([F:15])[CH:12]=[CH:11][C:10]=1[F:16])[CH3:28]. (5) Given the reactants [Br:1][C:2]1[C:3](=[O:20])[N:4]([C:10]2[CH:15]=[C:14]([C:16]([F:19])([F:18])[F:17])[CH:13]=[CH:12][N:11]=2)[C:5](=[O:9])[C:6]=1[O:7][CH3:8].[BH4-].[Na+].O, predict the reaction product. The product is: [Br:1][C:2]1[C:3](=[O:20])[N:4]([C:10]2[CH:15]=[C:14]([C:16]([F:19])([F:18])[F:17])[CH:13]=[CH:12][N:11]=2)[CH:5]([OH:9])[C:6]=1[O:7][CH3:8].